Dataset: Reaction yield outcomes from USPTO patents with 853,638 reactions. Task: Predict the reaction yield, written as a fraction of the theoretical maximum amount of product (1.0 means a 100% yield; for example, 0.34 means a 34% yield). (1) The reactants are Br[C:2]1[CH:3]=[C:4]2[C:13](=[CH:14][C:15]=1[C:16]1[CH:21]=[CH:20][CH:19]=[CH:18][C:17]=1[F:22])[O:12][CH2:11][C:10]1[N:5]2[C@H:6]([CH3:24])[C:7](=[O:23])[NH:8][N:9]=1.CC1(C)C(C)(C)OB([C:33]2[CH2:38][CH2:37][N:36]([C:39]([O:41][C:42]([CH3:45])([CH3:44])[CH3:43])=[O:40])[CH2:35][CH:34]=2)O1.C([O-])([O-])=O.[K+].[K+]. The catalyst is O1CCOCC1.O. The product is [C:42]([O:41][C:39]([N:36]1[CH2:35][CH:34]=[C:33]([C:2]2[CH:3]=[C:4]3[C:13](=[CH:14][C:15]=2[C:16]2[CH:21]=[CH:20][CH:19]=[CH:18][C:17]=2[F:22])[O:12][CH2:11][C:10]2[N:5]3[C@H:6]([CH3:24])[C:7](=[O:23])[NH:8][N:9]=2)[CH2:38][CH2:37]1)=[O:40])([CH3:45])([CH3:43])[CH3:44]. The yield is 0.610. (2) The reactants are [Cl:1][C:2]1[C:3]([C:29](=[O:39])[N:30]([CH2:35][CH2:36][CH2:37][CH3:38])[CH2:31][CH2:32][CH2:33][CH3:34])=[N:4][N:5]([C:8]2[CH:16]=[CH:15][C:11]([C:12]([OH:14])=O)=[CH:10][C:9]=2[C:17]([N:19]2[CH2:28][CH2:27][C:26]3[C:21](=[CH:22][CH:23]=[CH:24][CH:25]=3)[CH2:20]2)=[O:18])[C:6]=1[CH3:7].[Si:40]([O:47][CH2:48][CH2:49][O:50][C:51]1[CH:60]=[C:59]2[C:54]([CH:55]=[CH:56][C:57]([S:61]([NH2:64])(=[O:63])=[O:62])=[CH:58]2)=[CH:53][CH:52]=1)([C:43]([CH3:46])([CH3:45])[CH3:44])([CH3:42])[CH3:41]. No catalyst specified. The product is [CH2:35]([N:30]([CH2:31][CH2:32][CH2:33][CH3:34])[C:29]([C:3]1[C:2]([Cl:1])=[C:6]([CH3:7])[N:5]([C:8]2[CH:16]=[CH:15][C:11]([C:12](=[O:14])[NH:64][S:61]([C:57]3[CH:56]=[CH:55][C:54]4[C:59](=[CH:60][C:51]([O:50][CH2:49][CH2:48][O:47][Si:40]([C:43]([CH3:46])([CH3:45])[CH3:44])([CH3:41])[CH3:42])=[CH:52][CH:53]=4)[CH:58]=3)(=[O:63])=[O:62])=[CH:10][C:9]=2[C:17]([N:19]2[CH2:28][CH2:27][C:26]3[C:21](=[CH:22][CH:23]=[CH:24][CH:25]=3)[CH2:20]2)=[O:18])[N:4]=1)=[O:39])[CH2:36][CH2:37][CH3:38]. The yield is 0.470.